Dataset: Peptide-MHC class I binding affinity with 185,985 pairs from IEDB/IMGT. Task: Regression. Given a peptide amino acid sequence and an MHC pseudo amino acid sequence, predict their binding affinity value. This is MHC class I binding data. (1) The peptide sequence is MMWIPGWFG. The MHC is HLA-A24:03 with pseudo-sequence HLA-A24:03. The binding affinity (normalized) is 0.0847. (2) The peptide sequence is PEDPVEVALY. The MHC is HLA-A29:02 with pseudo-sequence HLA-A29:02. The binding affinity (normalized) is 0.0129. (3) The peptide sequence is KRSTPFYTK. The MHC is HLA-B07:02 with pseudo-sequence HLA-B07:02. The binding affinity (normalized) is 0.0847. (4) The peptide sequence is EVHYSGINY. The MHC is HLA-A26:03 with pseudo-sequence HLA-A26:03. The binding affinity (normalized) is 0.898. (5) The peptide sequence is EIKDRILSY. The MHC is HLA-A02:12 with pseudo-sequence HLA-A02:12. The binding affinity (normalized) is 0.0847. (6) The peptide sequence is MAFDISVNA. The MHC is HLA-A02:03 with pseudo-sequence HLA-A02:03. The binding affinity (normalized) is 0.749.